Dataset: Full USPTO retrosynthesis dataset with 1.9M reactions from patents (1976-2016). Task: Predict the reactants needed to synthesize the given product. (1) Given the product [NH:12]1[CH2:11][CH2:10][CH:9]([C:4]2[C:29](=[O:34])[NH:28][C:27]3[C:22]([CH:3]=2)=[CH:23][N:24]=[CH:25][CH:26]=3)[CH2:14][CH2:13]1, predict the reactants needed to synthesize it. The reactants are: Cl.O[CH:3]([C:22]1[CH:23]=[N:24][CH:25]=[CH:26][C:27]=1[NH:28][C:29](=[O:34])C(C)(C)C)[CH:4]([CH:9]1[CH2:14][CH2:13][N:12](C(OC(C)(C)C)=O)[CH2:11][CH2:10]1)C(OC)=O. (2) The reactants are: [NH2:1][C:2]1[CH:3]=[C:4]2[C:9](=[C:10]([CH2:12][N:13]([CH3:15])[CH3:14])[CH:11]=1)[N:8]=[CH:7][C:6]([C:16]#[N:17])=[C:5]2[NH:18][C:19]1[CH:24]=[CH:23][CH:22]=[C:21]([Br:25])[CH:20]=1.[N:26]1([CH2:32][CH:33]=O)[CH2:31][CH2:30][O:29][CH2:28][CH2:27]1.[BH3-]C#N.[Na+]. Given the product [Br:25][C:21]1[CH:20]=[C:19]([NH:18][C:5]2[C:4]3[C:9](=[C:10]([CH2:12][N:13]([CH3:14])[CH3:15])[CH:11]=[C:2]([NH:1][CH2:33][CH2:32][N:26]4[CH2:31][CH2:30][O:29][CH2:28][CH2:27]4)[CH:3]=3)[N:8]=[CH:7][C:6]=2[C:16]#[N:17])[CH:24]=[CH:23][CH:22]=1, predict the reactants needed to synthesize it. (3) Given the product [F:1][C:2]([F:13])([F:12])[C:3]1[CH:37]=[CH:38][C:33]([O:32][C:28]2[CH:27]=[C:26]([CH:31]=[CH:30][CH:29]=2)[O:25][C:22]2[CH:23]=[CH:24][C:19]([CH2:18][CH2:17][C:16]([OH:15])=[O:45])=[C:20]([CH3:44])[CH:21]=2)=[C:34]([C:35]2[CH:19]=[CH:18][CH:17]=[CH:16][C:36]=2[C:39]([F:41])([F:42])[F:40])[CH:4]=1, predict the reactants needed to synthesize it. The reactants are: [F:1][C:2]([F:13])([F:12])[C:3]1C=CC=C[C:4]=1B(O)O.C[O:15][C:16](=[O:45])[CH2:17][CH2:18][C:19]1[CH:24]=[CH:23][C:22]([O:25][C:26]2[CH:31]=[CH:30][CH:29]=[C:28]([O:32][C:33]3[CH:38]=[CH:37][C:36]([C:39]([F:42])([F:41])[F:40])=[CH:35][C:34]=3Br)[CH:27]=2)=[CH:21][C:20]=1[CH3:44]. (4) Given the product [Br:16][CH:8]1[C:2](=[O:1])[CH2:3][CH2:4][N:5]([C:9]([O:11][C:12]([CH3:15])([CH3:14])[CH3:13])=[O:10])[CH2:6][CH2:7]1, predict the reactants needed to synthesize it. The reactants are: [O:1]=[C:2]1[CH2:8][CH2:7][CH2:6][N:5]([C:9]([O:11][C:12]([CH3:15])([CH3:14])[CH3:13])=[O:10])[CH2:4][CH2:3]1.[Br:16]Br.C(N(CC)CC)C.CC(OC(OC(OC(C)(C)C)=O)=O)(C)C. (5) The reactants are: [CH3:1][C:2]1(C)OC(=O)[CH:5]([C:9]([C:11]2[CH:12]=[CH:13][C:14]3[O:18][CH:17]=[C:16]([CH3:19])[C:15]=3[CH:20]=2)=[O:10])[C:4](=[O:21])[O:3]1. Given the product [CH3:19][C:16]1[C:15]2[CH:20]=[C:11]([C:9](=[O:10])[CH2:5][C:4]([O:3][CH2:2][CH3:1])=[O:21])[CH:12]=[CH:13][C:14]=2[O:18][CH:17]=1, predict the reactants needed to synthesize it. (6) Given the product [CH3:25][S:26]([O:15][CH:12]1[CH2:11][CH2:10][N:9]([C:6]2[N:7]=[CH:8][C:3]([CH2:1][CH3:2])=[CH:4][N:5]=2)[CH2:14][CH2:13]1)(=[O:28])=[O:27], predict the reactants needed to synthesize it. The reactants are: [CH2:1]([C:3]1[CH:4]=[N:5][C:6]([N:9]2[CH2:14][CH2:13][CH:12]([OH:15])[CH2:11][CH2:10]2)=[N:7][CH:8]=1)[CH3:2].C(N(C(C)C)CC)(C)C.[CH3:25][S:26](Cl)(=[O:28])=[O:27].O.